Predict the reactants needed to synthesize the given product. From a dataset of Full USPTO retrosynthesis dataset with 1.9M reactions from patents (1976-2016). (1) Given the product [Br:1][C:2]1[CH:3]=[C:4]2[C:12](=[CH:13][CH:14]=1)[N:11]([C:29]([O:28][C:25]([CH3:27])([CH3:26])[CH3:24])=[O:30])[C:10]1[CH:9]=[C:8]3[C:15]([CH3:23])([CH3:22])[C:16]4[C:21]([C:7]3=[CH:6][C:5]2=1)=[CH:20][CH:19]=[CH:18][CH:17]=4, predict the reactants needed to synthesize it. The reactants are: [Br:1][C:2]1[CH:3]=[C:4]2[C:12](=[CH:13][CH:14]=1)[NH:11][C:10]1[CH:9]=[C:8]3[C:15]([CH3:23])([CH3:22])[C:16]4[C:21]([C:7]3=[CH:6][C:5]2=1)=[CH:20][CH:19]=[CH:18][CH:17]=4.[CH3:24][C:25]([O:28][C:29](O[C:29]([O:28][C:25]([CH3:27])([CH3:26])[CH3:24])=[O:30])=[O:30])([CH3:27])[CH3:26].O. (2) Given the product [CH:13]1([NH:12][C:10](=[O:11])[C:9]2[CH:16]=[CH:17][C:18]([CH3:19])=[C:7]([N:6]3[C:2]4=[N:1][CH:28]=[N:30][C:20]([C:21]5[CH:26]=[CH:25][CH:24]=[CH:23][CH:22]=5)=[C:3]4[CH:4]=[N:5]3)[CH:8]=2)[CH2:15][CH2:14]1, predict the reactants needed to synthesize it. The reactants are: [NH2:1][C:2]1[N:6]([C:7]2[CH:8]=[C:9]([CH:16]=[CH:17][C:18]=2[CH3:19])[C:10]([NH:12][CH:13]2[CH2:15][CH2:14]2)=[O:11])[N:5]=[CH:4][C:3]=1[C:20](=O)[C:21]1[CH:26]=[CH:25][CH:24]=[CH:23][CH:22]=1.[CH:28]([NH2:30])=O.C(O)(=O)C. (3) Given the product [CH:1]1[CH:6]=[N:5][CH:4]=[C:3]([CH2:7][C:8]([P:10]([OH:12])([OH:13])=[O:11])([P:14]([OH:17])([OH:16])=[O:15])[OH:9])[CH:2]=1, predict the reactants needed to synthesize it. The reactants are: [CH:1]1[CH:6]=[N:5][CH:4]=[C:3]([CH2:7][C:8]([P:14]([O-:17])([OH:16])=[O:15])([P:10]([OH:13])([OH:12])=[O:11])[OH:9])[CH:2]=1.[Na+].